The task is: Predict the product of the given reaction.. This data is from Forward reaction prediction with 1.9M reactions from USPTO patents (1976-2016). (1) Given the reactants [CH2:1]([C:8]1[CH:13]=[CH:12][N:11]2[N:14]=[C:15]([C:28]3[CH:33]=[CH:32][CH:31]=[CH:30][N:29]=3)[C:16]([C:17]3[C:26]4[C:21](=[CH:22][C:23](Br)=[CH:24][CH:25]=4)[N:20]=[CH:19][CH:18]=3)=[C:10]2[CH:9]=1)[C:2]1[CH:7]=[CH:6][CH:5]=[CH:4][CH:3]=1.[C:34]1(P(C2C=CC=CC=2)C2C=CC=CC=2)C=CC=CC=1.[C:53]([O-:56])(=[O:55])C.[Na+].[C]=O, predict the reaction product. The product is: [CH3:34][O:56][C:53]([C:23]1[CH:22]=[C:21]2[C:26]([C:17]([C:16]3[C:15]([C:28]4[CH:33]=[CH:32][CH:31]=[CH:30][N:29]=4)=[N:14][N:11]4[CH:12]=[CH:13][C:8]([CH2:1][C:2]5[CH:3]=[CH:4][CH:5]=[CH:6][CH:7]=5)=[CH:9][C:10]=34)=[CH:18][CH:19]=[N:20]2)=[CH:25][CH:24]=1)=[O:55]. (2) The product is: [Br:1][C:2]1[CH:7]=[CH:6][CH:5]=[C:4]([O:8][CH:10]([F:15])[F:14])[CH:3]=1. Given the reactants [Br:1][C:2]1[CH:3]=[C:4]([OH:8])[CH:5]=[CH:6][CH:7]=1.Cl[C:10]([F:15])([F:14])C([O-])=O.[Na+].C([O-])([O-])=O.[Cs+].[Cs+], predict the reaction product.